From a dataset of Reaction yield outcomes from USPTO patents with 853,638 reactions. Predict the reaction yield, written as a fraction of the theoretical maximum amount of product (1.0 means a 100% yield; for example, 0.34 means a 34% yield). (1) The reactants are C(OC(=O)[NH:10][CH2:11][CH2:12][O:13][C:14]1[CH:19]=[CH:18][C:17]([C:20]2[N:21]=[C:22]([CH3:25])[O:23][CH:24]=2)=[CH:16][CH:15]=1)C1C=CC=CC=1.C1CC=CCC=1. No catalyst specified. The product is [CH3:25][C:22]1[O:23][CH:24]=[C:20]([C:17]2[CH:18]=[CH:19][C:14]([O:13][CH2:12][CH2:11][NH2:10])=[CH:15][CH:16]=2)[N:21]=1. The yield is 0.890. (2) The reactants are [CH3:1][O:2][C:3](=[O:12])[C:4]1[CH:9]=[C:8]([Br:10])[CH:7]=[CH:6][C:5]=1[OH:11].[CH3:13][N:14]([CH3:18])[C:15](Cl)=[S:16].C1N2CCN(CC2)C1.Cl. The catalyst is CN(C=O)C.O. The product is [CH3:1][O:2][C:3](=[O:12])[C:4]1[CH:9]=[C:8]([Br:10])[CH:7]=[CH:6][C:5]=1[O:11][C:15](=[S:16])[N:14]([CH3:18])[CH3:13]. The yield is 0.910.